This data is from Peptide-MHC class I binding affinity with 185,985 pairs from IEDB/IMGT. The task is: Regression. Given a peptide amino acid sequence and an MHC pseudo amino acid sequence, predict their binding affinity value. This is MHC class I binding data. The peptide sequence is RAEIIRMMEGA. The MHC is HLA-A02:02 with pseudo-sequence HLA-A02:02. The binding affinity (normalized) is 0.133.